Dataset: Reaction yield outcomes from USPTO patents with 853,638 reactions. Task: Predict the reaction yield, written as a fraction of the theoretical maximum amount of product (1.0 means a 100% yield; for example, 0.34 means a 34% yield). (1) The yield is 0.450. The product is [CH2:1]([C:8]1[CH:20]=[CH:19][C:11]([O:12][CH2:13][C@H:14]2[CH2:18][CH2:17][CH2:16][N:15]2[CH2:28][C:25]2[CH:26]=[CH:27][N:22]=[CH:23][CH:24]=2)=[CH:10][CH:9]=1)[C:2]1[CH:3]=[CH:4][CH:5]=[CH:6][CH:7]=1. The reactants are [CH2:1]([C:8]1[CH:20]=[CH:19][C:11]([O:12][CH2:13][C@H:14]2[CH2:18][CH2:17][CH2:16][NH:15]2)=[CH:10][CH:9]=1)[C:2]1[CH:7]=[CH:6][CH:5]=[CH:4][CH:3]=1.Cl.[N:22]1[CH:27]=[CH:26][C:25]([CH2:28]Cl)=[CH:24][CH:23]=1.C(N(CC)CC)C. The catalyst is ClCCl. (2) The reactants are C([O:8][C:9]1[CH:10]=[C:11]([C:15]2[CH:24]=[C:23]3[C:18]([CH2:19][CH2:20][CH:21]([C:25]([O:27][CH3:28])=[O:26])[CH2:22]3)=[CH:17][CH:16]=2)[CH:12]=[CH:13][CH:14]=1)C1C=CC=CC=1. The catalyst is O1CCCC1. The product is [OH:8][C:9]1[CH:10]=[C:11]([C:15]2[CH:24]=[C:23]3[C:18]([CH2:19][CH2:20][CH:21]([C:25]([O:27][CH3:28])=[O:26])[CH2:22]3)=[CH:17][CH:16]=2)[CH:12]=[CH:13][CH:14]=1. The yield is 0.740. (3) The reactants are [C:1]([C:3]1[CH:4]=[C:5]2[C:10](=[CH:11][C:12]=1[O:13][C:14]1[CH:22]=[CH:21][C:17]([C:18]([OH:20])=O)=[CH:16][CH:15]=1)[O:9][CH2:8][CH2:7][CH:6]2[C:23]([O:25][CH3:26])=[O:24])#[N:2].C(Cl)(=O)C(Cl)=O.[CH2:33]1[C:42]2[C:37](=[CH:38][CH:39]=[CH:40][CH:41]=2)[CH2:36][CH2:35][CH:34]1[NH2:43].CCN(C(C)C)C(C)C. The catalyst is C(Cl)Cl.CN(C=O)C. The product is [CH2:33]1[C:42]2[C:37](=[CH:38][CH:39]=[CH:40][CH:41]=2)[CH2:36][CH2:35][CH:34]1[NH:43][C:18]([C:17]1[CH:16]=[CH:15][C:14]([O:13][C:12]2[CH:11]=[C:10]3[C:5]([CH:6]([C:23]([O:25][CH3:26])=[O:24])[CH2:7][CH2:8][O:9]3)=[CH:4][C:3]=2[C:1]#[N:2])=[CH:22][CH:21]=1)=[O:20]. The yield is 0.730. (4) The reactants are Cl[C:2]1[CH:7]=[CH:6][N:5]2[N:8]=[CH:9][C:10]([C:11]([O:13][CH2:14][CH3:15])=[O:12])=[C:4]2[N:3]=1.Cl.Cl.[F:18][C:19]1[CH:20]=[C:21]([C@H:27]2[CH2:31][CH2:30][CH2:29][NH:28]2)[C:22]([O:25][CH3:26])=[N:23][CH:24]=1.C(N(C(C)C)CC)(C)C.C(O)CCC. The catalyst is CCOC(C)=O. The product is [F:18][C:19]1[CH:20]=[C:21]([C@H:27]2[CH2:31][CH2:30][CH2:29][N:28]2[C:2]2[CH:7]=[CH:6][N:5]3[N:8]=[CH:9][C:10]([C:11]([O:13][CH2:14][CH3:15])=[O:12])=[C:4]3[N:3]=2)[C:22]([O:25][CH3:26])=[N:23][CH:24]=1. The yield is 0.562. (5) The reactants are [2H][C:2]1[C:7]([2H])=[C:6]([NH2:9])[C:5]([NH2:10])=[C:4]([2H])[C:3]=1[2H].[F:13][CH:14]([F:18])[C:15](O)=O.C(=O)([O-])[O-].[Na+].[Na+]. The catalyst is Cl. The product is [F:13][CH:14]([F:18])[C:15]1[NH:10][C:5]2[CH:4]=[CH:3][CH:2]=[CH:7][C:6]=2[N:9]=1. The yield is 0.640. (6) The reactants are [H-].[Na+].[Cl:3][C:4]1[CH:9]=[CH:8][CH:7]=[C:6]([Cl:10])[C:5]=1[N:11]1[C:15]([OH:16])=[CH:14][C:13]([C:17]([F:20])([F:19])[F:18])=[N:12]1.[Br:21][C:22]1[CH:29]=[CH:28][C:25]([CH2:26]Br)=[CH:24][CH:23]=1. The catalyst is CN(C=O)C. The product is [Br:21][C:22]1[CH:29]=[CH:28][C:25]([CH2:26][O:16][C:15]2[N:11]([C:5]3[C:6]([Cl:10])=[CH:7][CH:8]=[CH:9][C:4]=3[Cl:3])[N:12]=[C:13]([C:17]([F:19])([F:20])[F:18])[CH:14]=2)=[CH:24][CH:23]=1. The yield is 0.940. (7) The reactants are [I:1][C:2]1[CH:10]=[CH:9]C(C(O)=O)=[CH:4][CH:3]=1.[O:11]=S(Cl)Cl.CC[N:17]([CH:21]([CH3:23])C)[CH:18]([CH3:20])C.Br.[Br:25][CH2:26][CH2:27]CN.Cl. The catalyst is C(OCC)(=O)C.C(Cl)Cl. The product is [Br:25][CH2:26][CH2:27][CH2:23][CH2:21][NH:17][C:18](=[O:11])[C:20]1[CH:4]=[CH:3][C:2]([I:1])=[CH:10][CH:9]=1. The yield is 0.970.